From a dataset of CYP2C19 inhibition data for predicting drug metabolism from PubChem BioAssay. Regression/Classification. Given a drug SMILES string, predict its absorption, distribution, metabolism, or excretion properties. Task type varies by dataset: regression for continuous measurements (e.g., permeability, clearance, half-life) or binary classification for categorical outcomes (e.g., BBB penetration, CYP inhibition). Dataset: cyp2c19_veith. (1) The compound is O=C(c1cccc(F)c1)N1CCC[C@@]2(CCN(Cc3ccccc3)C2)C1. The result is 0 (non-inhibitor). (2) The molecule is O=C1C(=O)N(c2cccc(Cl)c2)C(c2ccccc2[N+](=O)[O-])/C1=C(\O)c1ccccc1. The result is 1 (inhibitor).